This data is from Catalyst prediction with 721,799 reactions and 888 catalyst types from USPTO. The task is: Predict which catalyst facilitates the given reaction. (1) Reactant: [NH2:1][C:2]1[C:7]([C:8]([C:10]2[CH:15]=[CH:14][CH:13]=[CH:12][C:11]=2[O:16][CH3:17])=[O:9])=[CH:6][N:5]=[C:4](S(CC)(=O)=O)[N:3]=1.[CH3:23][N:24]1[CH2:29][CH2:28][N:27]([C:30]2[CH:36]=[CH:35][C:33]([NH2:34])=[CH:32][CH:31]=2)[CH2:26][CH2:25]1.O.C1(C)C=CC(S(O)(=O)=O)=CC=1. Product: [NH2:1][C:2]1[C:7]([C:8]([C:10]2[CH:15]=[CH:14][CH:13]=[CH:12][C:11]=2[O:16][CH3:17])=[O:9])=[CH:6][N:5]=[C:4]([NH:34][C:33]2[CH:32]=[CH:31][C:30]([N:27]3[CH2:26][CH2:25][N:24]([CH3:23])[CH2:29][CH2:28]3)=[CH:36][CH:35]=2)[N:3]=1. The catalyst class is: 32. (2) Reactant: Cl.Cl.[NH:3]1[CH2:8][CH2:7][CH:6]([NH:9][C:10]2[CH:11]=[N:12][CH:13]=[CH:14][CH:15]=2)[CH2:5][CH2:4]1.C(O)(=O)C.C(N(C(C)C)C(C)C)C.[CH2:29]([O:31][C:32]1[CH:33]=[C:34]([CH:37]=[CH:38][C:39]=1[CH3:40])[CH:35]=O)[CH3:30].C([BH3-])#N.[Na+]. Product: [CH2:29]([O:31][C:32]1[CH:33]=[C:34]([CH:37]=[CH:38][C:39]=1[CH3:40])[CH2:35][N:3]1[CH2:8][CH2:7][CH:6]([NH:9][C:10]2[CH:11]=[N:12][CH:13]=[CH:14][CH:15]=2)[CH2:5][CH2:4]1)[CH3:30]. The catalyst class is: 8. (3) Reactant: [OH:1][NH:2][C:3](=[NH:19])[C:4]1[CH:9]=[CH:8][C:7]([O:10][C:11]2[CH:16]=[CH:15][C:14]([CH3:17])=[CH:13][C:12]=2[OH:18])=[CH:6][CH:5]=1.[C:20](C1NC=CN=1)(C1NC=CN=1)=[O:21]. Product: [OH:18][C:12]1[CH:13]=[C:14]([CH3:17])[CH:15]=[CH:16][C:11]=1[O:10][C:7]1[CH:6]=[CH:5][C:4]([C:3]2[NH:19][C:20](=[O:21])[O:1][N:2]=2)=[CH:9][CH:8]=1. The catalyst class is: 1. (4) Reactant: C[O:2][C:3](=O)[C:4]1[CH:9]=[C:8]([C:10]([F:13])([F:12])[F:11])[CH:7]=[C:6]([I:14])[CH:5]=1.CC(C[AlH]CC(C)C)C.Cl. Product: [I:14][C:6]1[CH:5]=[C:4]([CH2:3][OH:2])[CH:9]=[C:8]([C:10]([F:12])([F:13])[F:11])[CH:7]=1. The catalyst class is: 93. (5) Reactant: C(OC([NH:8][C@H:9]([C:22]([NH:24][C@H:25]([C:27]([O:29][CH2:30][CH2:31][O:32][C:33]1[CH:38]=[CH:37][C:36]([C:39]2[C:44]([C:45]#[N:46])=[C:43]([N:47]3[CH2:51][CH2:50][CH2:49][CH2:48]3)[N:42]=[C:41]([S:52][CH2:53][C:54]3[N:55]=[C:56]([C:59]4[CH:64]=[CH:63][C:62]([Cl:65])=[CH:61][CH:60]=4)[S:57][CH:58]=3)[C:40]=2[C:66]#[N:67])=[CH:35][CH:34]=1)=[O:28])[CH3:26])=[O:23])[CH2:10][CH2:11][CH2:12][CH2:13][NH:14]C(OC(C)(C)C)=O)=O)(C)(C)C.[ClH:68]. Product: [ClH:65].[ClH:68].[NH2:8][C@H:9]([C:22]([NH:24][C@H:25]([C:27]([O:29][CH2:30][CH2:31][O:32][C:33]1[CH:34]=[CH:35][C:36]([C:39]2[C:44]([C:45]#[N:46])=[C:43]([N:47]3[CH2:48][CH2:49][CH2:50][CH2:51]3)[N:42]=[C:41]([S:52][CH2:53][C:54]3[N:55]=[C:56]([C:59]4[CH:64]=[CH:63][C:62]([Cl:65])=[CH:61][CH:60]=4)[S:57][CH:58]=3)[C:40]=2[C:66]#[N:67])=[CH:37][CH:38]=1)=[O:28])[CH3:26])=[O:23])[CH2:10][CH2:11][CH2:12][CH2:13][NH2:14]. The catalyst class is: 268. (6) Reactant: C(OP([CH2:9][C:10]([O:12][CH3:13])=[O:11])(OCC)=O)C.[C:14]([O:18][C:19](=[O:39])[NH:20][CH:21]([CH2:24][C:25]1[CH:30]=[CH:29][C:28]([O:31][CH2:32][C:33]2[CH:38]=[CH:37][CH:36]=[CH:35][CH:34]=2)=[CH:27][CH:26]=1)[CH:22]=O)([CH3:17])([CH3:16])[CH3:15].[OH-].[Na+].[CH2:42](Cl)Cl. Product: [CH2:13]([O:12][C:10](=[O:11])[CH:9]=[CH:22][CH:21]([NH:20][C:19]([O:18][C:14]([CH3:17])([CH3:16])[CH3:15])=[O:39])[CH2:24][C:25]1[CH:30]=[CH:29][C:28]([O:31][CH2:32][C:33]2[CH:38]=[CH:37][CH:36]=[CH:35][CH:34]=2)=[CH:27][CH:26]=1)[CH3:42].[CH3:13][O:12][C:10](=[O:11])[CH:9]=[CH:22][CH:21]([NH:20][C:19]([O:18][C:14]([CH3:15])([CH3:17])[CH3:16])=[O:39])[CH2:24][C:25]1[CH:26]=[CH:27][C:28]([O:31][CH2:32][C:33]2[CH:34]=[CH:35][CH:36]=[CH:37][CH:38]=2)=[CH:29][CH:30]=1. The catalyst class is: 682.